This data is from Forward reaction prediction with 1.9M reactions from USPTO patents (1976-2016). The task is: Predict the product of the given reaction. (1) Given the reactants Br.[O:2]=[C:3]1[CH:7]=[C:6]([C@@H:8]2[CH2:13][CH2:12][N:11](C(OC)=O)[C@@H:10]([CH2:18][C:19]3[CH:24]=[CH:23][C:22]([C:25]([F:28])([F:27])[F:26])=[CH:21][CH:20]=3)[CH2:9]2)[O:5][NH:4]1, predict the reaction product. The product is: [F:28][C:25]([F:26])([F:27])[C:22]1[CH:21]=[CH:20][C:19]([CH2:18][C@H:10]2[CH2:9][C@H:8]([C:6]3[O:5][NH:4][C:3](=[O:2])[CH:7]=3)[CH2:13][CH2:12][NH:11]2)=[CH:24][CH:23]=1. (2) Given the reactants [CH3:1][C:2]1[CH:3]=[CH:4][C:5]([N+:10]([O-:12])=[O:11])=[C:6]([CH2:8]O)[CH:7]=1.P(Br)(Br)[Br:14].C([O-])(O)=O.[Na+], predict the reaction product. The product is: [Br:14][CH2:8][C:6]1[CH:7]=[C:2]([CH3:1])[CH:3]=[CH:4][C:5]=1[N+:10]([O-:12])=[O:11].